This data is from Full USPTO retrosynthesis dataset with 1.9M reactions from patents (1976-2016). The task is: Predict the reactants needed to synthesize the given product. (1) Given the product [OH:25][CH2:24][C:18]1[N:19]([CH3:23])[C:20]2[C:16]([CH:17]=1)=[C:15]([CH3:29])[C:14]([NH:13][C:11](=[O:12])[O:10][C:6]([CH3:7])([CH3:9])[CH3:8])=[CH:22][CH:21]=2, predict the reactants needed to synthesize it. The reactants are: [Cl-].[Ca+2].[Cl-].[BH4-].[Na+].[C:6]([O:10][C:11]([NH:13][C:14]1[C:15]([CH3:29])=[C:16]2[C:20](=[CH:21][CH:22]=1)[N:19]([CH3:23])[C:18]([C:24](OCC)=[O:25])=[CH:17]2)=[O:12])([CH3:9])([CH3:8])[CH3:7].Cl.C(=O)([O-])O.[Na+]. (2) Given the product [F:13][C:10]1[CH:11]=[CH:12][C:7]([C@H:5]2[CH2:4][O:6]2)=[CH:8][CH:9]=1, predict the reactants needed to synthesize it. The reactants are: [OH-].[Na+].Cl[CH2:4][C@H:5]([C:7]1[CH:12]=[CH:11][C:10]([F:13])=[CH:9][CH:8]=1)[OH:6]. (3) Given the product [OH:1][CH:2]([CH:4]([N:12]=[CH:13][B:14]=[O:15])[CH2:5][C:6]1[CH:11]=[CH:10][CH:9]=[CH:8][CH:7]=1)[CH2:3][NH:16][CH2:17][CH:18]1[CH2:23][CH2:22][N:21]([C:24]([O:26][CH2:27][C:28]2[CH:29]=[CH:30][CH:31]=[CH:32][CH:33]=2)=[O:25])[CH2:20][CH2:19]1, predict the reactants needed to synthesize it. The reactants are: [O:1]1[CH2:3][CH:2]1[CH:4]([N:12]=[CH:13][B:14]=[O:15])[CH2:5][C:6]1[CH:11]=[CH:10][CH:9]=[CH:8][CH:7]=1.[NH2:16][CH2:17][CH:18]1[CH2:23][CH2:22][N:21]([C:24]([O:26][CH2:27][C:28]2[CH:33]=[CH:32][CH:31]=[CH:30][CH:29]=2)=[O:25])[CH2:20][CH2:19]1. (4) The reactants are: [NH2:1][C:2]1[C:7]([NH2:8])=[C:6]([NH:9][C@@H:10]2[C@@H:15]3[CH2:16][C@@H:12]([CH:13]=[CH:14]3)[C@@H:11]2[C:17]([NH2:19])=[O:18])[CH:5]=[CH:4][N:3]=1.[CH3:20][O:21][C:22]1[CH:29]=[C:28]([N:30]2[CH2:35][CH2:34][N:33]([CH3:36])[CH2:32][CH2:31]2)[CH:27]=[CH:26][C:23]=1[CH:24]=O. Given the product [CH3:20][O:21][C:22]1[CH:29]=[C:28]([N:30]2[CH2:31][CH2:32][N:33]([CH3:36])[CH2:34][CH2:35]2)[CH:27]=[CH:26][C:23]=1[C:24]1[NH:1][C:2]2=[N:3][CH:4]=[CH:5][C:6]([NH:9][C@@H:10]3[C@@H:15]4[CH2:16][C@@H:12]([CH:13]=[CH:14]4)[C@@H:11]3[C:17]([NH2:19])=[O:18])=[C:7]2[N:8]=1, predict the reactants needed to synthesize it. (5) Given the product [CH:18]1([NH:17][C:16](=[O:1])[NH:15][CH:9]2[CH2:10][CH2:11][CH2:12][CH2:13][CH2:14]2)[CH2:23][CH2:22][CH2:21][CH2:20][CH2:19]1, predict the reactants needed to synthesize it. The reactants are: [O:1]1CCC(C(O)=O)C1.[CH:9]1([N:15]=[C:16]=[N:17][CH:18]2[CH2:23][CH2:22][CH2:21][CH2:20][CH2:19]2)[CH2:14][CH2:13][CH2:12][CH2:11][CH2:10]1.C(N(CC)CC)C. (6) Given the product [C:1]([C:5]1[CH:11]=[CH:10][CH:9]=[CH:8][C:6]=1[N:7]1[CH2:18][CH2:17][NH:16][CH2:15][CH2:14]1)([CH3:4])([CH3:2])[CH3:3], predict the reactants needed to synthesize it. The reactants are: [C:1]([C:5]1[CH:11]=[CH:10][CH:9]=[CH:8][C:6]=1[NH2:7])([CH3:4])([CH3:3])[CH3:2].Cl.Cl[CH2:14][CH2:15][NH:16][CH2:17][CH2:18]Cl.[OH-].[Na+]. (7) Given the product [Br:29][CH2:30][CH2:31][CH2:32][C@:21]1([C:25]([O:27][CH3:28])=[O:26])[CH2:22][CH2:23][CH2:24][N:20]1[C:18]([O:17][C:13]([CH3:16])([CH3:15])[CH3:14])=[O:19], predict the reactants needed to synthesize it. The reactants are: C([Li])CCC.C(NC(C)C)(C)C.[C:13]([O:17][C:18]([N:20]1[CH2:24][CH2:23][CH2:22][C@H:21]1[C:25]([O:27][CH3:28])=[O:26])=[O:19])([CH3:16])([CH3:15])[CH3:14].[Br:29][CH2:30][CH2:31][CH2:32]Br.[NH4+].[Cl-].